From a dataset of Forward reaction prediction with 1.9M reactions from USPTO patents (1976-2016). Predict the product of the given reaction. The product is: [F:18][C:8]1([F:19])[C:9]2[S:13][C:12]([C:14]([O:16][CH3:17])=[O:15])=[N:11][C:10]=2[C:4]2[CH:3]=[C:2]([C:23]#[C:22][C@:24]3([OH:31])[CH2:28][CH2:27][N:26]([CH3:29])[C:25]3=[O:30])[CH:21]=[CH:20][C:5]=2[O:6][CH2:7]1. Given the reactants Br[C:2]1[CH:21]=[CH:20][C:5]2[O:6][CH2:7][C:8]([F:19])([F:18])[C:9]3[S:13][C:12]([C:14]([O:16][CH3:17])=[O:15])=[N:11][C:10]=3[C:4]=2[CH:3]=1.[C:22]([C@:24]1([OH:31])[CH2:28][CH2:27][N:26]([CH3:29])[C:25]1=[O:30])#[CH:23], predict the reaction product.